The task is: Predict the reactants needed to synthesize the given product.. This data is from Full USPTO retrosynthesis dataset with 1.9M reactions from patents (1976-2016). (1) Given the product [ClH:39].[NH2:8][CH2:9][C:10]1[N:18]=[C:17]2[C:13]([NH:14][C:15](=[O:40])[N:16]2[C:19]2[CH:24]=[C:23]([O:25][CH2:26][C:27]3[C:32]([O:33][CH3:34])=[CH:31][CH:30]=[C:29]([F:35])[C:28]=3[F:36])[C:22]([O:37][CH3:38])=[CH:21][C:20]=2[Cl:39])=[C:12]([O:41][CH3:42])[N:11]=1, predict the reactants needed to synthesize it. The reactants are: C(OC([NH:8][CH2:9][C:10]1[N:18]=[C:17]2[C:13]([NH:14][C:15](=[O:40])[N:16]2[C:19]2[CH:24]=[C:23]([O:25][CH2:26][C:27]3[C:32]([O:33][CH3:34])=[CH:31][CH:30]=[C:29]([F:35])[C:28]=3[F:36])[C:22]([O:37][CH3:38])=[CH:21][C:20]=2[Cl:39])=[C:12]([O:41][CH3:42])[N:11]=1)=O)(C)(C)C.Cl.C(OCC)C. (2) Given the product [Br:17][CH:8]([C:10]1[CH:15]=[CH:14][CH:13]=[CH:12][C:11]=1[F:16])[C:3]1[CH:4]=[CH:5][CH:6]=[CH:7][C:2]=1[F:1], predict the reactants needed to synthesize it. The reactants are: [F:1][C:2]1[CH:7]=[CH:6][CH:5]=[CH:4][C:3]=1[CH:8]([C:10]1[CH:15]=[CH:14][CH:13]=[CH:12][C:11]=1[F:16])O.[BrH:17]. (3) Given the product [CH3:1][O:2][CH2:3][O:4][C:5]1[CH:10]=[CH:9][C:8]([CH2:11][C@H:12]([NH:16][CH2:26][C@H:25]([OH:27])[CH2:24][O:17][C:18]2[CH:23]=[CH:22][CH:21]=[CH:20][CH:19]=2)[CH2:13][O:14][CH3:15])=[CH:7][CH:6]=1, predict the reactants needed to synthesize it. The reactants are: [CH3:1][O:2][CH2:3][O:4][C:5]1[CH:10]=[CH:9][C:8]([CH2:11][C@H:12]([NH2:16])[CH2:13][O:14][CH3:15])=[CH:7][CH:6]=1.[O:17]([CH2:24][C@H:25]1[O:27][CH2:26]1)[C:18]1[CH:23]=[CH:22][CH:21]=[CH:20][CH:19]=1. (4) Given the product [Cl:8][C:6]1[N:7]=[C:2]([N:30]([CH2:29][CH2:28][CH2:27][C:24]2[CH:23]=[CH:22][C:21]([Cl:20])=[CH:26][CH:25]=2)[CH3:31])[N:3]=[C:4]([NH:9][CH2:10][CH2:11][C:12]2[CH:17]=[CH:16][C:15]([O:18][CH3:19])=[CH:14][CH:13]=2)[N:5]=1, predict the reactants needed to synthesize it. The reactants are: Cl[C:2]1[N:7]=[C:6]([Cl:8])[N:5]=[C:4]([NH:9][CH2:10][CH2:11][C:12]2[CH:17]=[CH:16][C:15]([O:18][CH3:19])=[CH:14][CH:13]=2)[N:3]=1.[Cl:20][C:21]1[CH:26]=[CH:25][C:24]([CH2:27][CH2:28][CH2:29][NH:30][CH3:31])=[CH:23][CH:22]=1.O. (5) Given the product [F:1][C:2]1[CH:3]=[CH:4][C:5]([N:8]2[C:25]([CH3:26])=[CH:24][CH:23]=[C:10]([C:11]([OH:13])=[O:12])[C:9]2=[O:16])=[CH:6][CH:7]=1, predict the reactants needed to synthesize it. The reactants are: [F:1][C:2]1[CH:7]=[CH:6][C:5]([NH:8][C:9](=[O:16])[CH2:10][C:11]([O:13]CC)=[O:12])=[CH:4][CH:3]=1.[O-]CC.[Na+].CO[CH:23]=[CH:24][C:25](=O)[CH3:26]. (6) Given the product [F:1][C:2]1[CH:3]=[C:4]([N:9]2[C:14](=[O:15])[C:13]([O:16][CH2:17][C:18]([CH3:21])([CH3:20])[CH3:19])=[C:12]([C:22]3[CH:27]=[CH:26][C:25]([S:28]([NH2:32])(=[O:30])=[O:29])=[CH:24][CH:23]=3)[CH:11]=[N:10]2)[CH:5]=[CH:6][C:7]=1[F:8], predict the reactants needed to synthesize it. The reactants are: [F:1][C:2]1[CH:3]=[C:4]([N:9]2[C:14](=[O:15])[C:13]([O:16][CH2:17][C:18]([CH3:21])([CH3:20])[CH3:19])=[C:12]([C:22]3[CH:27]=[CH:26][C:25]([S:28](C)(=[O:30])=[O:29])=[CH:24][CH:23]=3)[CH:11]=[N:10]2)[CH:5]=[CH:6][C:7]=1[F:8].[NH3:32]. (7) Given the product [F:14][CH:2]([F:1])[O:3][C:4]1[N:9]=[C:8]([C:10]([OH:12])=[O:11])[CH:7]=[CH:6][CH:5]=1, predict the reactants needed to synthesize it. The reactants are: [F:1][CH:2]([F:14])[O:3][C:4]1[N:9]=[C:8]([C:10]([O:12]C)=[O:11])[CH:7]=[CH:6][CH:5]=1.[Li+].[OH-].Cl. (8) Given the product [F:4][C:2]([C:5]1[O:9][C:8]([CH2:10][N:11]2[CH:15]=[C:14]([NH:16][C:28]([C:24]3[N:25]=[CH:26][O:27][C:23]=3[C:17]3[CH:18]=[CH:19][CH:20]=[CH:21][CH:22]=3)=[O:29])[CH:13]=[N:12]2)=[CH:7][CH:6]=1)([F:1])[CH3:3], predict the reactants needed to synthesize it. The reactants are: [F:1][C:2]([C:5]1[O:9][C:8]([CH2:10][N:11]2[CH:15]=[C:14]([NH2:16])[CH:13]=[N:12]2)=[CH:7][CH:6]=1)([F:4])[CH3:3].[C:17]1([C:23]2[O:27][CH:26]=[N:25][C:24]=2[C:28](O)=[O:29])[CH:22]=[CH:21][CH:20]=[CH:19][CH:18]=1. (9) The reactants are: [N:1]1[CH:6]=[CH:5][C:4]([C:7]([O:9]CC)=O)=[CH:3][CH:2]=1.[CH3:12][C:13]([CH3:15])=[O:14].C[O-].[Na+]. Given the product [OH:14]/[C:13](/[CH3:15])=[CH:12]\[C:7]([C:4]1[CH:3]=[CH:2][N:1]=[CH:6][CH:5]=1)=[O:9], predict the reactants needed to synthesize it. (10) Given the product [Cl:1][C:2]1[CH:7]=[C:6]([NH:10][C:11]2[CH:12]=[CH:13][C:14]([N:22]3[CH2:23][CH2:24][N:25]([CH:28]([CH3:30])[CH3:29])[CH2:26][CH2:27]3)=[C:15]3[C:19]=2[C:18](=[O:20])[N:17]([CH3:21])[CH2:16]3)[C:5]([Cl:9])=[CH:4][N:3]=1, predict the reactants needed to synthesize it. The reactants are: [Cl:1][C:2]1[CH:7]=[C:6](I)[C:5]([Cl:9])=[CH:4][N:3]=1.[NH2:10][C:11]1[CH:12]=[CH:13][C:14]([N:22]2[CH2:27][CH2:26][N:25]([CH:28]([CH3:30])[CH3:29])[CH2:24][CH2:23]2)=[C:15]2[C:19]=1[C:18](=[O:20])[N:17]([CH3:21])[CH2:16]2.C(=O)([O-])[O-].[Cs+].[Cs+].